From a dataset of Reaction yield outcomes from USPTO patents with 853,638 reactions. Predict the reaction yield, written as a fraction of the theoretical maximum amount of product (1.0 means a 100% yield; for example, 0.34 means a 34% yield). (1) The reactants are Cl[C:2]1[C:7]([CH:8]=[CH:9][C:10]([NH:12][CH2:13][C:14]2[CH:19]=[CH:18][C:17]([NH:20][S:21]([CH3:24])(=[O:23])=[O:22])=[C:16]([F:25])[CH:15]=2)=[O:11])=[CH:6][CH:5]=[C:4]([C:26]([F:29])([F:28])[F:27])[N:3]=1.CN(C=O)C.[NH:35]1[CH2:39][CH2:38][CH:37]([OH:40])[CH2:36]1. The catalyst is CCOC(C)=O. The product is [F:25][C:16]1[CH:15]=[C:14]([CH:19]=[CH:18][C:17]=1[NH:20][S:21]([CH3:24])(=[O:23])=[O:22])[CH2:13][NH:12][C:10](=[O:11])[CH:9]=[CH:8][C:7]1[C:2]([N:35]2[CH2:39][CH2:38][CH:37]([OH:40])[CH2:36]2)=[N:3][C:4]([C:26]([F:29])([F:28])[F:27])=[CH:5][CH:6]=1. The yield is 0.910. (2) The reactants are [N+:1]([O-:4])([O-])=[O:2].[K+].[Br:6][C:7]1[CH:8]=[C:9]([CH:12]=[O:13])[S:10][CH:11]=1.C(Cl)Cl. The catalyst is OS(O)(=O)=O. The product is [Br:6][C:7]1[CH:8]=[C:9]([CH:12]=[O:13])[S:10][C:11]=1[N+:1]([O-:4])=[O:2]. The yield is 0.986. (3) The catalyst is CN(C=O)C. The reactants are [NH:1]1[CH2:4][CH:3]([C:5]([O:7][C:8]([CH3:11])([CH3:10])[CH3:9])=[O:6])[CH2:2]1.CCN(C(C)C)C(C)C.[Br:21][C:22]1[CH:23]=[N:24][C:25]([C:28]2[CH:33]=[CH:32][C:31]([CH2:34][C@H:35]([NH:39][C:40]([C:42]3[S:43][C:44]([C:47]([CH3:50])([CH3:49])[CH3:48])=[CH:45][CH:46]=3)=[O:41])[C:36](O)=[O:37])=[CH:30][CH:29]=2)=[N:26][CH:27]=1.CN(C(ON1N=NC2C=CC=NC1=2)=[N+](C)C)C.F[P-](F)(F)(F)(F)F. The yield is 0.850. The product is [Br:21][C:22]1[CH:27]=[N:26][C:25]([C:28]2[CH:29]=[CH:30][C:31]([CH2:34][C@H:35]([NH:39][C:40]([C:42]3[S:43][C:44]([C:47]([CH3:50])([CH3:49])[CH3:48])=[CH:45][CH:46]=3)=[O:41])[C:36]([N:1]3[CH2:2][CH:3]([C:5]([O:7][C:8]([CH3:11])([CH3:10])[CH3:9])=[O:6])[CH2:4]3)=[O:37])=[CH:32][CH:33]=2)=[N:24][CH:23]=1. (4) The reactants are Br[C:2]1[C:3]2[N:4]([CH:14]=[CH:15][N:16]=2)[N:5]=[C:6]([C:8]2[CH:13]=[CH:12][CH:11]=[CH:10][CH:9]=2)[CH:7]=1.[CH3:17][O:18][C:19]1[CH:20]=[CH:21][C:22]([NH2:27])=[N:23][C:24]=1[O:25][CH3:26].C1C=CC(P(C2C(C3C(P(C4C=CC=CC=4)C4C=CC=CC=4)=CC=C4C=3C=CC=C4)=C3C(C=CC=C3)=CC=2)C2C=CC=CC=2)=CC=1.C([O-])([O-])=O.[Cs+].[Cs+]. The catalyst is O1CCOCC1.C1C=CC(/C=C/C(/C=C/C2C=CC=CC=2)=O)=CC=1.C1C=CC(/C=C/C(/C=C/C2C=CC=CC=2)=O)=CC=1.C1C=CC(/C=C/C(/C=C/C2C=CC=CC=2)=O)=CC=1.[Pd].[Pd]. The product is [CH3:17][O:18][C:19]1[CH:20]=[CH:21][C:22]([NH:27][C:2]2[C:3]3[N:4]([CH:14]=[CH:15][N:16]=3)[N:5]=[C:6]([C:8]3[CH:13]=[CH:12][CH:11]=[CH:10][CH:9]=3)[CH:7]=2)=[N:23][C:24]=1[O:25][CH3:26]. The yield is 0.260. (5) The reactants are Br[C:2]1[CH:7]=[C:6]([CH3:8])[CH:5]=[C:4]([O:9][CH3:10])[CH:3]=1.[Li]CCCC.[B:16](OC)([O:19]C)[O:17]C.Cl. The catalyst is C1COCC1. The product is [CH3:10][O:9][C:4]1[CH:3]=[C:2]([B:16]([OH:19])[OH:17])[CH:7]=[C:6]([CH3:8])[CH:5]=1. The yield is 0.790. (6) The reactants are Br[C:2]1[CH:7]=[CH:6][C:5]([NH:8][C:9](=[O:26])[NH:10][C:11]2[CH:25]=[CH:24][C:14]([C:15]([N:17]([CH2:19][CH2:20][N:21]([CH3:23])[CH3:22])[CH3:18])=[O:16])=[CH:13][CH:12]=2)=[CH:4][CH:3]=1.[B:27]1([B:27]2[O:31][C:30]([CH3:33])([CH3:32])[C:29]([CH3:35])([CH3:34])[O:28]2)[O:31][C:30]([CH3:33])([CH3:32])[C:29]([CH3:35])([CH3:34])[O:28]1.CC([O-])=O.[K+].C(Cl)Cl. The catalyst is O1CCOCC1.C1C=CC(P(C2C=CC=CC=2)[C-]2C=CC=C2)=CC=1.C1C=CC(P(C2C=CC=CC=2)[C-]2C=CC=C2)=CC=1.Cl[Pd]Cl.[Fe+2]. The product is [CH3:22][N:21]([CH3:23])[CH2:20][CH2:19][N:17]([CH3:18])[C:15](=[O:16])[C:14]1[CH:24]=[CH:25][C:11]([NH:10][C:9]([NH:8][C:5]2[CH:6]=[CH:7][C:2]([B:27]3[O:31][C:30]([CH3:33])([CH3:32])[C:29]([CH3:35])([CH3:34])[O:28]3)=[CH:3][CH:4]=2)=[O:26])=[CH:12][CH:13]=1. The yield is 0.0900. (7) The reactants are [OH:1][CH2:2][CH2:3][CH2:4][NH:5][C:6](=[O:12])[O:7][C:8]([CH3:11])([CH3:10])[CH3:9].CC(OI1(OC(C)=O)(OC(C)=O)OC(=O)C2C=CC=CC1=2)=O.[O-]S([O-])(=S)=O.[Na+].[Na+].C([O-])(O)=O.[Na+]. The catalyst is C(Cl)Cl.CCOCC. The product is [C:8]([O:7][C:6]([NH:5][CH2:4][CH2:3][CH:2]=[O:1])=[O:12])([CH3:11])([CH3:10])[CH3:9]. The yield is 0.960. (8) The reactants are O=[C:2]1[CH2:8][CH:7]2[N:9]([C:10]3[C:19]4[C:14](=[CH:15][CH:16]=[CH:17][CH:18]=4)[C:13]([C:20]#[N:21])=[CH:12][CH:11]=3)[CH:4]([CH2:5][CH2:6]2)[CH2:3]1.C([O-])(=O)C.[NH4+].C([BH3-])#[N:28].[Na+].[ClH:31]. The catalyst is CO. The product is [ClH:31].[NH2:28][CH:2]1[CH2:8][CH:7]2[N:9]([C:10]3[C:19]4[C:14](=[CH:15][CH:16]=[CH:17][CH:18]=4)[C:13]([C:20]#[N:21])=[CH:12][CH:11]=3)[CH:4]([CH2:5][CH2:6]2)[CH2:3]1. The yield is 0.360. (9) The product is [CH:26]([C:2]1[CH:3]=[N:4][N:5]([CH3:18])[C:6]=1[C:7]1[CH:8]=[C:9]([C:14]([O:16][CH3:17])=[O:15])[S:10][C:11]=1[CH2:12][CH3:13])=[CH2:27]. The reactants are Br[C:2]1[CH:3]=[N:4][N:5]([CH3:18])[C:6]=1[C:7]1[CH:8]=[C:9]([C:14]([O:16][CH3:17])=[O:15])[S:10][C:11]=1[CH2:12][CH3:13].C(=O)([O-])[O-].[K+].[K+].O1CCO[CH2:27][CH2:26]1. The yield is 0.730. The catalyst is O.CC(C)([P](C(C)(C)C)([Pd][P](C(C)(C)C)(C(C)(C)C)C(C)(C)C)C(C)(C)C)C. (10) The reactants are [C:1]([CH2:4][C:5]1[S:6][CH:7]=[CH:8][C:9]=1[C:10](O)=[O:11])(O)=[O:2]. The catalyst is O1CCCC1. The product is [OH:11][CH2:10][C:9]1[CH:8]=[CH:7][S:6][C:5]=1[CH2:4][CH2:1][OH:2]. The yield is 0.870.